Dataset: Reaction yield outcomes from USPTO patents with 853,638 reactions. Task: Predict the reaction yield, written as a fraction of the theoretical maximum amount of product (1.0 means a 100% yield; for example, 0.34 means a 34% yield). (1) The reactants are [CH3:1][C:2]1([CH3:14])[C:6]([CH3:8])([CH3:7])[O:5][B:4]([C:9]2[CH:10]=[N:11][NH:12][CH:13]=2)[O:3]1.[H-].[Na+].Br[CH2:18][CH2:19][N:20]([CH2:23][CH3:24])[CH2:21][CH3:22].[I-].[K+]. The catalyst is O1CCCC1.C(OCC)(=O)C.O. The product is [CH2:19]([N:20]([CH2:23][CH3:24])[CH2:21][CH2:22][N:12]1[CH:13]=[C:9]([B:4]2[O:5][C:6]([CH3:7])([CH3:8])[C:2]([CH3:14])([CH3:1])[O:3]2)[CH:10]=[N:11]1)[CH3:18]. The yield is 0.900. (2) The reactants are [CH3:1][O:2][CH2:3][CH:4]([NH2:7])[CH2:5][CH3:6].C([O-])([O-])=O.[K+].[K+].[C:14](Cl)([O:16][CH2:17][C:18]1[CH:23]=[CH:22][CH:21]=[CH:20][CH:19]=1)=[O:15]. The catalyst is O1CCOCC1. The product is [CH2:17]([O:16][C:14](=[O:15])[NH:7][CH:4]([CH2:3][O:2][CH3:1])[CH2:5][CH3:6])[C:18]1[CH:23]=[CH:22][CH:21]=[CH:20][CH:19]=1. The yield is 0.760. (3) The reactants are [OH:1][CH:2]1[CH2:26][CH2:25][C:5]2([CH2:9][N:8]([C:10]([O:12][CH2:13][C:14]3[CH:19]=[CH:18][CH:17]=[CH:16][CH:15]=3)=[O:11])[CH:7]([C:20]([O:22][CH2:23][CH3:24])=[O:21])[CH2:6]2)[CH2:4][CH2:3]1.CC(OI1(OC(C)=O)(OC(C)=O)OC(=O)C2C=CC=CC1=2)=O.S([O-])([O-])(=O)=S.[Na+].[Na+].C([O-])(O)=O.[Na+]. The catalyst is C(Cl)Cl. The product is [O:1]=[C:2]1[CH2:3][CH2:4][C:5]2([CH2:9][N:8]([C:10]([O:12][CH2:13][C:14]3[CH:15]=[CH:16][CH:17]=[CH:18][CH:19]=3)=[O:11])[CH:7]([C:20]([O:22][CH2:23][CH3:24])=[O:21])[CH2:6]2)[CH2:25][CH2:26]1. The yield is 0.670.